The task is: Binary Classification. Given a miRNA mature sequence and a target amino acid sequence, predict their likelihood of interaction.. This data is from Experimentally validated miRNA-target interactions with 360,000+ pairs, plus equal number of negative samples. (1) The miRNA is hsa-miR-548ax with sequence AGAAGUAAUUGCGGUUUUGCCA. The protein sequence of the target gene is MAATVRRQRPRRLLCWALVAVLLADLLALSDTLAVMSVDLGSESMKVAIVKPGVPMEIVLNKESRRKTPVTVTLKENERFLGDSAAGMAIKNPKATLRYFQHLLGKQADNPHVALYRSRFPEHELNVDPQRQTVRFQISPQLQFSPEEVLGMVLNYSRSLAEDFAEQPIKDAVITVPAFFNQAERRAVLQAARMAGLKVLQLINDNTATALSYGVFRRKDINSTAQNIMFYDMGSGSTVCTIVTYQTVKTKEAGTQPQLQIRGVGFDRTLGGLEMELRLREHLAKLFNEQRKGQKAKDVR.... Result: 0 (no interaction). (2) The miRNA is hsa-miR-3689a-3p with sequence CUGGGAGGUGUGAUAUCGUGGU. The protein sequence of the target gene is MPGTDLLKLKDFEPYLEILESYSTKAKNYVNGYCTKYEPWQLIAWSVLCTLLIVWVYELIFQPESLWSRFKKKLFKLIRKMPFIGRKIEQQVSKAKKDLVKNMPFLKVDKDYVKTLPAQGMGTAEVLERLKEYSSMDGSWQEGKASGAVYNGEPKLTELLVQAYGEFTWSNPLHPDIFPGLRKLEAEIVRMTCSLFNGGPDSCGCVTSGGTESILMACKAYRDLALEKGIKTPEIVAPESAHAAFDKAAHYFGMKIVRVALKKNMEVDVQAMKRAISRNTAMLVCSTPQFPHGVMDPVPE.... Result: 0 (no interaction). (3) The miRNA is hsa-miR-6780a-5p with sequence UUGGGAGGGAAGACAGCUGGAGA. The protein sequence of the target gene is MAENDVDNELLDYEDDEVETAAGADGTEAPAKKDVKGSYVSIHSSGFRDFLLKPELLRAIVDCGFEHPSEVQHECIPQAILGMDVLCQAKSGMGKTAVFVLATLQQLEPVTGQVSVLVMCHTRELAFQISKEYERFSKYMPNVKVAVFFGGLSIKKDEEVLKKNCPHIVVGTPGRILALARNKSLNLKHIKHFILDECDKMLEQLDMRRDVQEIFRMTPHEKQVMMFSATLSKEIRPVCRKFMQDPMEIFVDDETKLTLHGLQQYYVKLKDNEKNRKLFDLLDVLEFNQVVIFVKSVQRC.... Result: 0 (no interaction). (4) The miRNA is hsa-miR-331-3p with sequence GCCCCUGGGCCUAUCCUAGAA. The protein sequence of the target gene is MPLAKDLLHPSPEEEKRKHKKKRLVQSPNSYFMDVKCPGCYKITTVFSHAQTVVLCVGCSTVLCQPTGGKARLTEGCSFRRKQH. Result: 1 (interaction). (5) Result: 1 (interaction). The miRNA is hsa-miR-2276-3p with sequence UCUGCAAGUGUCAGAGGCGAGG. The protein sequence of the target gene is MTTSGALFPSLVPGSRGASNKYLVEFRAGKMSLKGTTVTPDKRKGLVYIQQTDDSLIHFCWKDRTSGNVEDDLIIFPDDCEFKRVPQCPSGRVYVLKFKAGSKRLFFWMQEPKTDQDEEHCRKVNEYLNNPPMPGALGASGSSGHELSALGGEGGLQSLLGNMSHSQLMQLIGPAGLGGLGGLGALTGPGLASLLGSSGPPGSSSSSSSRSQSAAVTPSSTTSSTRATPAPSAPAAASATSPSPAPSSGNGASTAASPTQPIQLSDLQSILATMNVPAGPAGGQQVDLASVLTPEIMAPI....